From a dataset of Full USPTO retrosynthesis dataset with 1.9M reactions from patents (1976-2016). Predict the reactants needed to synthesize the given product. (1) Given the product [F:33][C:3]1[C:2]([C:35]#[C:34][C:36]2([OH:41])[CH2:40][CH2:39][CH2:38][CH2:37]2)=[CH:32][C:6]2[C:7]3[N:8]([C:13]([CH:19]([OH:31])[C:20]4[N:24]([CH:25]5[CH2:30][CH2:29][CH2:28][CH2:27][O:26]5)[N:23]=[CH:22][CH:21]=4)=[C:14]([C:16]([NH2:18])=[O:17])[N:15]=3)[CH:9]3[CH2:10][CH:11]([C:5]=2[CH:4]=1)[CH2:12]3, predict the reactants needed to synthesize it. The reactants are: Br[C:2]1[C:3]([F:33])=[CH:4][C:5]2[CH:11]3[CH2:12][CH:9]([CH2:10]3)[N:8]3[C:13]([CH:19]([OH:31])[C:20]4[N:24]([CH:25]5[CH2:30][CH2:29][CH2:28][CH2:27][O:26]5)[N:23]=[CH:22][CH:21]=4)=[C:14]([C:16]([NH2:18])=[O:17])[N:15]=[C:7]3[C:6]=2[CH:32]=1.[C:34]([C:36]1([OH:41])[CH2:40][CH2:39][CH2:38][CH2:37]1)#[CH:35].C(NC(C)C)(C)C. (2) Given the product [Cl:1][C:2]1[CH:7]=[C:6]([CH2:8][S:9]([CH3:10])=[O:14])[CH:5]=[C:4]([O:11][CH3:12])[N:3]=1, predict the reactants needed to synthesize it. The reactants are: [Cl:1][C:2]1[CH:7]=[C:6]([CH2:8][S:9][CH3:10])[CH:5]=[C:4]([O:11][CH3:12])[N:3]=1.I(O)(=O)(=O)=[O:14].O.O.O.O.O.S([O-])([O-])(=O)=S.[Na+].[Na+].[Cl-].[Na+]. (3) The reactants are: [NH2:1][C:2]1[CH:7]=[CH:6][CH:5]=[CH:4][C:3]=1[NH:8][C:9]1[S:13][C:12]([C:14]([O:16][CH3:17])=[O:15])=[C:11]([OH:18])[CH:10]=1.[CH:19](OCC)(OCC)OCC. Given the product [N:8]1([C:9]2[S:13][C:12]([C:14]([O:16][CH3:17])=[O:15])=[C:11]([OH:18])[CH:10]=2)[C:3]2[CH:4]=[CH:5][CH:6]=[CH:7][C:2]=2[N:1]=[CH:19]1, predict the reactants needed to synthesize it. (4) Given the product [F:32][C:2]([F:1])([F:31])[O:3][C:4]1[CH:5]=[CH:6][C:7]([N:10]2[CH:14]=[N:13][C:12]([C:15]3[CH:30]=[CH:29][C:18]([CH2:19][CH2:20][NH2:21])=[CH:17][CH:16]=3)=[N:11]2)=[CH:8][CH:9]=1, predict the reactants needed to synthesize it. The reactants are: [F:1][C:2]([F:32])([F:31])[O:3][C:4]1[CH:9]=[CH:8][C:7]([N:10]2[CH:14]=[N:13][C:12]([C:15]3[CH:30]=[CH:29][C:18]([CH2:19][CH2:20][NH:21]C(=O)OC(C)(C)C)=[CH:17][CH:16]=3)=[N:11]2)=[CH:6][CH:5]=1.FC(F)(F)C(O)=O. (5) The reactants are: [CH2:1]([O:8][C:9]1[CH:10]=[C:11]([O:17][CH3:18])[CH:12]=[CH:13][C:14]=1[CH2:15][CH3:16])[C:2]1[CH:7]=[CH:6][CH:5]=[CH:4][CH:3]=1.C1C(=O)N([Br:26])C(=O)C1. Given the product [CH2:1]([O:8][C:9]1[C:14]([CH2:15][CH3:16])=[CH:13][C:12]([Br:26])=[C:11]([O:17][CH3:18])[CH:10]=1)[C:2]1[CH:3]=[CH:4][CH:5]=[CH:6][CH:7]=1, predict the reactants needed to synthesize it.